Dataset: Forward reaction prediction with 1.9M reactions from USPTO patents (1976-2016). Task: Predict the product of the given reaction. (1) Given the reactants Cl.[NH2:2][OH:3].C([O-])(O)=O.[Na+].CO.[CH3:11][C:12]1[C:16]([C:17]2[N:21]([C:22]3[CH:27]=[CH:26][C:25]([O:28]C)=[CH:24][CH:23]=3)[N:20]=[C:19]([CH3:30])[C:18]=2[C:31]#[N:32])=[C:15]([CH3:33])[O:14][N:13]=1, predict the reaction product. The product is: [NH2:13][OH:14].[CH3:11][C:12]1[C:16]([CH:17]2[N:21]([C:22]3[CH:23]=[CH:24][C:25]([OH:28])=[CH:26][CH:27]=3)[N:20]=[C:19]([CH3:30])[CH:18]2[C:31](=[N:2][OH:3])[NH2:32])=[C:15]([CH3:33])[O:14][N:13]=1.[CH3:11][C:12]1[C:16]([C:17]2[N:21]([C:22]3[CH:23]=[CH:24][C:25]([OH:28])=[CH:26][CH:27]=3)[N:20]=[C:19]([CH3:30])[C:18]=2[C:31](=[N:2][OH:3])[NH2:32])=[C:15]([CH3:33])[O:14][N:13]=1. (2) Given the reactants Cl.[CH3:2][Si:3]1([CH3:9])[CH2:8][CH2:7][NH:6][CH2:5][CH2:4]1.C(N(CC)CC)C.[F:17][C:18]1[CH:23]=[C:22]([N+:24]([O-:26])=[O:25])[CH:21]=[C:20]([F:27])[C:19]=1F.O, predict the reaction product. The product is: [F:17][C:18]1[CH:23]=[C:22]([N+:24]([O-:26])=[O:25])[CH:21]=[C:20]([F:27])[C:19]=1[N:6]1[CH2:7][CH2:8][Si:3]([CH3:9])([CH3:2])[CH2:4][CH2:5]1. (3) Given the reactants [F:1][C:2]([F:28])([F:27])[C:3]1[CH:8]=[CH:7][C:6]([C:9]2[C:10]([C:15]([NH:17][C:18]3[CH:19]=[C:20]([C:24]([OH:26])=O)[N:21]([CH3:23])[CH:22]=3)=[O:16])=[CH:11][CH:12]=[CH:13][CH:14]=2)=[CH:5][CH:4]=1.[CH2:29]1[C:38]2[C:33](=[CH:34][CH:35]=[CH:36][CH:37]=2)[CH2:32][CH2:31][NH:30]1.CN(C(ON1N=NC2C=CC=CC1=2)=[N+](C)C)C.[B-](F)(F)(F)F.C(N(C(C)C)C(C)C)C, predict the reaction product. The product is: [CH2:29]1[C:38]2[C:33](=[CH:34][CH:35]=[CH:36][CH:37]=2)[CH2:32][CH2:31][N:30]1[C:24]([C:20]1[N:21]([CH3:23])[CH:22]=[C:18]([NH:17][C:15]([C:10]2[C:9]([C:6]3[CH:5]=[CH:4][C:3]([C:2]([F:28])([F:27])[F:1])=[CH:8][CH:7]=3)=[CH:14][CH:13]=[CH:12][CH:11]=2)=[O:16])[CH:19]=1)=[O:26]. (4) Given the reactants [CH:1]1([C:4]2[O:8][N:7]=[C:6]([C:9]3[C:14]([Cl:15])=[CH:13][CH:12]=[CH:11][C:10]=3[Cl:16])[C:5]=2[CH2:17][O:18][CH:19]2[CH2:24][CH2:23][NH:22][CH2:21][CH2:20]2)[CH2:3][CH2:2]1.[CH3:25][O:26][C:27]([C:29]1[C:37]2[C:32](=[CH:33][C:34](Br)=[CH:35][CH:36]=2)[N:31]([CH3:39])[CH:30]=1)=[O:28].C(=O)([O-])[O-].[K+].[K+].N1CCC[C@H]1C(O)=O, predict the reaction product. The product is: [CH3:25][O:26][C:27]([C:29]1[C:37]2[C:32](=[CH:33][C:34]([N:22]3[CH2:23][CH2:24][CH:19]([O:18][CH2:17][C:5]4[C:6]([C:9]5[C:10]([Cl:16])=[CH:11][CH:12]=[CH:13][C:14]=5[Cl:15])=[N:7][O:8][C:4]=4[CH:1]4[CH2:2][CH2:3]4)[CH2:20][CH2:21]3)=[CH:35][CH:36]=2)[N:31]([CH3:39])[CH:30]=1)=[O:28]. (5) Given the reactants [CH3:1][N:2]1[C:10]2[C:5](=[CH:6][C:7]([CH:11]([C:13]3[CH:14]=[C:15]4[C:19](=[CH:20][CH:21]=3)[N:18]([CH3:22])[N:17]=[CH:16]4)O)=[CH:8][CH:9]=2)[CH:4]=[N:3]1.C(Cl)Cl.S(Cl)(Cl)=O.[N:30]1([C:36]([O:38][C:39]([CH3:42])([CH3:41])[CH3:40])=[O:37])[CH2:35][CH2:34][NH:33][CH2:32][CH2:31]1, predict the reaction product. The product is: [CH3:1][N:2]1[C:10]2[C:5](=[CH:6][C:7]([CH:11]([C:13]3[CH:14]=[C:15]4[C:19](=[CH:20][CH:21]=3)[N:18]([CH3:22])[N:17]=[CH:16]4)[N:33]3[CH2:32][CH2:31][N:30]([C:36]([O:38][C:39]([CH3:42])([CH3:41])[CH3:40])=[O:37])[CH2:35][CH2:34]3)=[CH:8][CH:9]=2)[CH:4]=[N:3]1. (6) Given the reactants [H-].[Na+].[C:3]([CH2:5]C(OCC)=O)#[N:4].I[C:12]1[CH:13]=[CH:14][C:15]2[NH:21][C:20]3[N:22]=[C:23]([C:26]([F:29])([F:28])[F:27])[CH:24]=[CH:25][C:19]=3[CH2:18][N:17]([S:30]([C:33]3[CH:38]=[CH:37][C:36]([O:39][C:40]([F:43])([F:42])[F:41])=[CH:35][CH:34]=3)(=[O:32])=[O:31])[C:16]=2[CH:44]=1.[OH-].[Na+], predict the reaction product. The product is: [F:41][C:40]([F:42])([F:43])[O:39][C:36]1[CH:37]=[CH:38][C:33]([S:30]([N:17]2[C:16]3[CH:44]=[C:12]([CH2:5][C:3]#[N:4])[CH:13]=[CH:14][C:15]=3[NH:21][C:20]3[N:22]=[C:23]([C:26]([F:28])([F:27])[F:29])[CH:24]=[CH:25][C:19]=3[CH2:18]2)(=[O:31])=[O:32])=[CH:34][CH:35]=1. (7) Given the reactants [NH2:1][C:2]1[C:3]([OH:12])=[N:4][CH:5]=[C:6]([C:8]([F:11])([F:10])[F:9])[CH:7]=1.CCN=C=NCCCN(C)C.[CH2:24]([C:26]1[C:27]([C:32](O)=[O:33])=[N:28][CH:29]=[N:30][CH:31]=1)[CH3:25].C(=O)([O-])O.[Na+], predict the reaction product. The product is: [CH2:24]([C:26]1[C:27]([C:32]([NH:1][C:2]2[C:3]([OH:12])=[N:4][CH:5]=[C:6]([C:8]([F:11])([F:9])[F:10])[CH:7]=2)=[O:33])=[N:28][CH:29]=[N:30][CH:31]=1)[CH3:25].